This data is from Catalyst prediction with 721,799 reactions and 888 catalyst types from USPTO. The task is: Predict which catalyst facilitates the given reaction. Reactant: Cl[CH:2]([CH:16]1[CH2:21][CH2:20][CH2:19][CH2:18][CH2:17]1)[C:3]1[CH:4]=[C:5]([C:9]2[CH:14]=[CH:13][C:12]([F:15])=[CH:11][N:10]=2)[O:6][C:7]=1[CH3:8].[NH2:22][C:23]1[CH:28]=[CH:27][C:26]([C:29]([NH:31][CH2:32][CH2:33][C:34]([O:36]CC)=[O:35])=[O:30])=[CH:25][CH:24]=1.C(=O)([O-])[O-].[Na+].[Na+].[I-].[Na+]. Product: [CH:16]1([CH:2]([NH:22][C:23]2[CH:24]=[CH:25][C:26]([C:29]([NH:31][CH2:32][CH2:33][C:34]([OH:36])=[O:35])=[O:30])=[CH:27][CH:28]=2)[C:3]2[CH:4]=[C:5]([C:9]3[CH:14]=[CH:13][C:12]([F:15])=[CH:11][N:10]=3)[O:6][C:7]=2[CH3:8])[CH2:21][CH2:20][CH2:19][CH2:18][CH2:17]1. The catalyst class is: 395.